Dataset: NCI-60 drug combinations with 297,098 pairs across 59 cell lines. Task: Regression. Given two drug SMILES strings and cell line genomic features, predict the synergy score measuring deviation from expected non-interaction effect. (1) Drug 1: CC1OCC2C(O1)C(C(C(O2)OC3C4COC(=O)C4C(C5=CC6=C(C=C35)OCO6)C7=CC(=C(C(=C7)OC)O)OC)O)O. Drug 2: CC1CCC2CC(C(=CC=CC=CC(CC(C(=O)C(C(C(=CC(C(=O)CC(OC(=O)C3CCCCN3C(=O)C(=O)C1(O2)O)C(C)CC4CCC(C(C4)OC)O)C)C)O)OC)C)C)C)OC. Cell line: HOP-92. Synergy scores: CSS=47.0, Synergy_ZIP=-9.80, Synergy_Bliss=-5.21, Synergy_Loewe=0.609, Synergy_HSA=1.49. (2) Drug 1: C1CN1C2=NC(=NC(=N2)N3CC3)N4CC4. Drug 2: CC12CCC3C(C1CCC2=O)CC(=C)C4=CC(=O)C=CC34C. Cell line: HT29. Synergy scores: CSS=41.5, Synergy_ZIP=-1.21, Synergy_Bliss=-2.28, Synergy_Loewe=-3.93, Synergy_HSA=-3.14.